Dataset: Forward reaction prediction with 1.9M reactions from USPTO patents (1976-2016). Task: Predict the product of the given reaction. (1) Given the reactants C[O:2][C:3]1[C:8]2[N:9]=[C:10]([NH2:12])[S:11][C:7]=2[CH:6]=[CH:5][CH:4]=1.B(Br)(Br)Br, predict the reaction product. The product is: [NH2:12][C:10]1[S:11][C:7]2[C:8](=[C:3]([OH:2])[CH:4]=[CH:5][CH:6]=2)[N:9]=1. (2) Given the reactants [NH2:1][C:2]1[N:6]([C:7]2[CH:12]=[CH:11][CH:10]=[CH:9][CH:8]=2)[NH:5][C:4](=[O:13])[C:3]=1[CH3:14].C([O-])([O-])=O.[K+].[K+].CS(O[CH2:26][CH:27]1[CH2:32][O:31][C:30]([CH3:34])([CH3:33])[O:29][CH2:28]1)(=O)=O.O, predict the reaction product. The product is: [CH3:33][C:30]1([CH3:34])[O:31][CH2:32][CH:27]([CH2:26][O:13][C:4]2[C:3]([CH3:14])=[C:2]([NH2:1])[N:6]([C:7]3[CH:12]=[CH:11][CH:10]=[CH:9][CH:8]=3)[N:5]=2)[CH2:28][O:29]1. (3) Given the reactants O[CH2:2][C:3]1[CH:12]=[CH:11][C:10]2[C:5](=[CH:6][CH:7]=[C:8]([CH2:13][CH2:14][CH:15]([N:17]([CH2:21][CH2:22][CH3:23])[CH2:18][CH2:19][CH3:20])[CH3:16])[CH:9]=2)[CH:4]=1.C1(P(C2C=CC=CC=2)C2C=CC=CC=2)C=CC=CC=1.[C:43]1(=[O:53])[NH:47][C:46](=[O:48])[C:45]2=[CH:49][CH:50]=[CH:51][CH:52]=[C:44]12.N(C(OCC)=O)=NC(OCC)=O.C1(C)C=CC=CC=1, predict the reaction product. The product is: [C:43]1(=[O:53])[N:47]([CH2:2][C:3]2[CH:12]=[CH:11][C:10]3[C:5](=[CH:6][CH:7]=[C:8]([CH2:13][CH2:14][CH:15]([N:17]([CH2:21][CH2:22][CH3:23])[CH2:18][CH2:19][CH3:20])[CH3:16])[CH:9]=3)[CH:4]=2)[C:46](=[O:48])[C:45]2=[CH:49][CH:50]=[CH:51][CH:52]=[C:44]12. (4) Given the reactants [NH:1]1[CH2:5][CH2:4][CH2:3][C:2]1=[O:6].[OH-].[K+].[CH2:9](Br)[CH:10]([CH3:12])[CH3:11], predict the reaction product. The product is: [CH2:9]([N:1]1[CH2:5][CH2:4][CH2:3][C:2]1=[O:6])[CH:10]([CH3:12])[CH3:11]. (5) Given the reactants [Cl:1][C:2]1[CH:10]=[C:9]2[C:5]([CH2:6][C:7](=[O:11])[NH:8]2)=[CH:4][CH:3]=1.[Cl:12][C:13]1[CH:14]=[CH:15][C:16]([O:21][C:22]2[CH:27]=[CH:26][C:25]([O:28][CH3:29])=[CH:24][CH:23]=2)=[C:17]([CH:20]=1)[CH:18]=O.N1CCCC1, predict the reaction product. The product is: [Cl:1][C:2]1[CH:10]=[C:9]2[C:5](/[C:6](=[CH:18]/[C:17]3[CH:20]=[C:13]([Cl:12])[CH:14]=[CH:15][C:16]=3[O:21][C:22]3[CH:27]=[CH:26][C:25]([O:28][CH3:29])=[CH:24][CH:23]=3)/[C:7](=[O:11])[NH:8]2)=[CH:4][CH:3]=1.